Dataset: Catalyst prediction with 721,799 reactions and 888 catalyst types from USPTO. Task: Predict which catalyst facilitates the given reaction. (1) Reactant: [CH2:1]([N:3]([CH2:29][CH3:30])[C:4](=[O:28])[C:5]1[CH:10]=[CH:9][C:8]([CH:11]([N:20]2[C:24]([CH3:25])=[C:23](I)[C:22]([CH3:27])=[N:21]2)[C:12]2[CH:17]=[CH:16][CH:15]=[C:14]([O:18][CH3:19])[CH:13]=2)=[CH:7][CH:6]=1)[CH3:2].[C:31]([C:34]1[CH:39]=[CH:38][C:37](B(O)O)=[CH:36][CH:35]=1)(O)=[O:32].C(=O)([O-])[O-].[Na+].[Na+]. Product: [CH2:1]([N:3]([CH2:29][CH3:30])[C:4](=[O:28])[C:5]1[CH:10]=[CH:9][C:8]([CH:11]([N:20]2[C:24]([CH3:25])=[C:23]([C:37]3[CH:38]=[CH:39][C:34]([CH:31]=[O:32])=[CH:35][CH:36]=3)[C:22]([CH3:27])=[N:21]2)[C:12]2[CH:17]=[CH:16][CH:15]=[C:14]([O:18][CH3:19])[CH:13]=2)=[CH:7][CH:6]=1)[CH3:2]. The catalyst class is: 14. (2) Reactant: [C:1]([O:5][C:6]([NH:8][CH:9]1[CH:13]([OH:14])[CH2:12][N:11]([C:15]([O:17][CH2:18][C:19]2[CH:24]=[CH:23][CH:22]=[CH:21][CH:20]=2)=[O:16])[CH2:10]1)=[O:7])([CH3:4])([CH3:3])[CH3:2].[H-].[Na+].[CH2:27](Br)[C:28]1[CH:33]=[CH:32][CH:31]=[CH:30][CH:29]=1.C([O-])(O)=O.[Na+]. Product: [CH2:27]([O:14][CH:13]1[CH:9]([NH:8][C:6]([O:5][C:1]([CH3:4])([CH3:2])[CH3:3])=[O:7])[CH2:10][N:11]([C:15]([O:17][CH2:18][C:19]2[CH:24]=[CH:23][CH:22]=[CH:21][CH:20]=2)=[O:16])[CH2:12]1)[C:28]1[CH:33]=[CH:32][CH:31]=[CH:30][CH:29]=1. The catalyst class is: 266. (3) Reactant: Br[C:2]1[CH:7]=[CH:6][CH:5]=[CH:4][C:3]=1[NH:8][C:9]1[S:10]/[C:11](=[CH:15]\[C:16]2[CH:17]=[C:18]3[C:23](=[CH:24][CH:25]=2)[N:22]=[CH:21][CH:20]=[CH:19]3)/[C:12](=[O:14])[N:13]=1.[C:26]1(B(O)O)[CH:31]=[CH:30][CH:29]=[CH:28][CH:27]=1. Product: [C:2]1([C:26]2[CH:31]=[CH:30][CH:29]=[CH:28][CH:27]=2)[CH:7]=[CH:6][CH:5]=[CH:4][C:3]=1[NH:8][C:9]1[S:10]/[C:11](=[CH:15]\[C:16]2[CH:17]=[C:18]3[C:23](=[CH:24][CH:25]=2)[N:22]=[CH:21][CH:20]=[CH:19]3)/[C:12](=[O:14])[N:13]=1. The catalyst class is: 77. (4) Reactant: [Cl:1][C:2]1[CH:3]=[C:4]([C:28]([OH:30])=O)[CH:5]=[N:6][C:7]=1[NH:8][NH:9][C:10]([NH:12][CH:13]1[C:19]2[CH:20]=[N:21][CH:22]=[CH:23][C:18]=2[CH2:17][CH2:16][C:15]2[CH:24]=[CH:25][CH:26]=[CH:27][C:14]1=2)=[S:11].CN(C(ON1N=NC2C=CC=NC1=2)=[N+](C)C)C.F[P-](F)(F)(F)(F)F.CCN(C(C)C)C(C)C.[CH2:64]1[C@@H:69]([NH2:70])[C:67](=[O:68])[S:66][CH2:65]1.Cl. Product: [Cl:1][C:2]1[CH:3]=[C:4]([C:28]([NH:70][C@@H:69]2[CH2:64][CH2:65][S:66][C:67]2=[O:68])=[O:30])[CH:5]=[N:6][C:7]=1[NH:8][NH:9][C:10]([NH:12][CH:13]1[C:19]2[CH:20]=[N:21][CH:22]=[CH:23][C:18]=2[CH2:17][CH2:16][C:15]2[CH:24]=[CH:25][CH:26]=[CH:27][C:14]1=2)=[S:11]. The catalyst class is: 44. (5) Reactant: [NH2:1][C:2]1[C:15]2[C:6](=[CH:7][C:8]3[C:9]4[C:14]=2[C:13](=[O:16])[N:12]([CH2:17][CH2:18][N:19]([CH3:21])[CH3:20])[C:11](=[O:22])[C:10]=4[CH:23]=[CH:24][CH:25]=3)[CH:5]=[CH:4][CH:3]=1.C(N(CC)CC)C.Cl[C:34]([O:36][C:37]1[CH:42]=[CH:41][C:40]([F:43])=[CH:39][CH:38]=1)=[O:35].C(Cl)Cl.CO. Product: [CH3:21][N:19]([CH3:20])[CH2:18][CH2:17][N:12]1[C:11](=[O:22])[C:10]2[CH:23]=[CH:24][CH:25]=[C:8]3[C:9]=2[C:14](=[C:15]2[C:2]([NH:1][C:34](=[O:35])[O:36][C:37]4[CH:42]=[CH:41][C:40]([F:43])=[CH:39][CH:38]=4)=[CH:3][CH:4]=[CH:5][C:6]2=[CH:7]3)[C:13]1=[O:16]. The catalyst class is: 4. (6) Reactant: [F:1][C:2]1[CH:7]=[CH:6][C:5]([N:8]2[C:12]3[CH2:13][C@H:14]4[C@:19]([C:21](=[O:28])[C:22]5[CH:27]=[CH:26][CH:25]=[CH:24][N:23]=5)([CH2:20][C:11]=3[CH:10]=[N:9]2)[CH2:18][N:17](C(OC(C)(C)C)=O)[CH2:16][CH2:15]4)=[CH:4][CH:3]=1.Cl.O1CCOCC1.C(NC(C)C)(C)C.[CH2:50]([N:53]1[N:57]=[C:56]([S:58](Cl)(=[O:60])=[O:59])[CH:55]=[N:54]1)[CH2:51][CH3:52]. Product: [F:1][C:2]1[CH:7]=[CH:6][C:5]([N:8]2[C:12]3[CH2:13][C@H:14]4[C@:19]([C:21]([C:22]5[CH:27]=[CH:26][CH:25]=[CH:24][N:23]=5)=[O:28])([CH2:20][C:11]=3[CH:10]=[N:9]2)[CH2:18][N:17]([S:58]([C:56]2[CH:55]=[N:54][N:53]([CH2:50][CH2:51][CH3:52])[N:57]=2)(=[O:59])=[O:60])[CH2:16][CH2:15]4)=[CH:4][CH:3]=1. The catalyst class is: 4. (7) Reactant: [C:1]([C:3]1[C:12]2[C:7](=[CH:8][CH:9]=[CH:10][CH:11]=2)[C:6]([S:13][C:14]2([C:18]([O:20]CC)=[O:19])[CH2:17][CH2:16][CH2:15]2)=[CH:5][CH:4]=1)#[N:2].O.[OH-].[Li+]. Product: [C:1]([C:3]1[C:12]2[C:7](=[CH:8][CH:9]=[CH:10][CH:11]=2)[C:6]([S:13][C:14]2([C:18]([OH:20])=[O:19])[CH2:17][CH2:16][CH2:15]2)=[CH:5][CH:4]=1)#[N:2]. The catalyst class is: 30.